From a dataset of Forward reaction prediction with 1.9M reactions from USPTO patents (1976-2016). Predict the product of the given reaction. Given the reactants [CH:1]1([NH:7][C:8]2[N:16]=[C:15](I)[N:14]=[C:13]3[C:9]=2[N:10]=[CH:11][N:12]3[C@@H:18]2[O:22][C@H:21]([C:23]([NH:25][CH2:26][CH3:27])=[O:24])[C@@H:20]([OH:28])[C@H:19]2[OH:29])[CH2:6][CH2:5][CH2:4][CH2:3][CH2:2]1.[N:30]1([CH2:36][CH2:37][NH2:38])[CH2:35][CH2:34][CH2:33][CH2:32][CH2:31]1.[C]=O.C1C[O:44][CH2:43]C1, predict the reaction product. The product is: [CH:1]1([NH:7][C:8]2[N:16]=[C:15]([C:43]([NH:38][CH2:37][CH2:36][N:30]3[CH2:35][CH2:34][CH2:33][CH2:32][CH2:31]3)=[O:44])[N:14]=[C:13]3[C:9]=2[N:10]=[CH:11][N:12]3[C@H:18]2[C@H:19]([OH:29])[C@H:20]([OH:28])[C@@H:21]([C:23]([NH:25][CH2:26][CH3:27])=[O:24])[O:22]2)[CH2:6][CH2:5][CH2:4][CH2:3][CH2:2]1.